From a dataset of Forward reaction prediction with 1.9M reactions from USPTO patents (1976-2016). Predict the product of the given reaction. Given the reactants [OH:1][C:2]1[C:3]([N+:12]([O-:14])=[O:13])=[N:4][CH:5]=[C:6]([CH:11]=1)[C:7]([O:9][CH3:10])=[O:8].[F:15][C:16]1[CH:21]=[CH:20][CH:19]=[CH:18][C:17]=1[CH2:22]O.C(P(CCCC)CCCC)CCC.N(C(OCC)=O)=NC(OCC)=O, predict the reaction product. The product is: [F:15][C:16]1[CH:21]=[CH:20][CH:19]=[CH:18][C:17]=1[CH2:22][O:1][C:2]1[C:3]([N+:12]([O-:14])=[O:13])=[N:4][CH:5]=[C:6]([CH:11]=1)[C:7]([O:9][CH3:10])=[O:8].